From a dataset of Peptide-MHC class II binding affinity with 134,281 pairs from IEDB. Regression. Given a peptide amino acid sequence and an MHC pseudo amino acid sequence, predict their binding affinity value. This is MHC class II binding data. (1) The peptide sequence is AQIYQAVSAQAAAIH. The MHC is DRB1_1101 with pseudo-sequence DRB1_1101. The binding affinity (normalized) is 0.378. (2) The peptide sequence is YLPKPPKPVSKLRLATPLLLQALPL. The MHC is DRB1_0101 with pseudo-sequence DRB1_0101. The binding affinity (normalized) is 1.00. (3) The peptide sequence is INEPTAAYIAYGLDR. The MHC is HLA-DQA10102-DQB10602 with pseudo-sequence HLA-DQA10102-DQB10602. The binding affinity (normalized) is 0.656. (4) The peptide sequence is LPRLIAFTSEHSHFS. The MHC is DRB1_0404 with pseudo-sequence DRB1_0404. The binding affinity (normalized) is 0.0221. (5) The peptide sequence is SGMAEATSLDTMAQM. The MHC is DRB1_1302 with pseudo-sequence DRB1_1302. The binding affinity (normalized) is 0.0206. (6) The peptide sequence is AAGTYVAADAAAASS. The MHC is DRB1_1602 with pseudo-sequence DRB1_1602. The binding affinity (normalized) is 0.639. (7) The peptide sequence is LLKVRDNNVYIVKQS. The MHC is DRB1_0101 with pseudo-sequence DRB1_0101. The binding affinity (normalized) is 0.730. (8) The peptide sequence is LRIAAKIYSEADEAW. The MHC is DRB1_0802 with pseudo-sequence DRB1_0802. The binding affinity (normalized) is 0.150. (9) The peptide sequence is FGQNTGAIAAAEARY. The MHC is DRB1_1001 with pseudo-sequence DRB1_1001. The binding affinity (normalized) is 0.421. (10) The peptide sequence is GGLPLAGAGGAGAGP. The MHC is DRB1_1501 with pseudo-sequence DRB1_1501. The binding affinity (normalized) is 0.128.